This data is from Reaction yield outcomes from USPTO patents with 853,638 reactions. The task is: Predict the reaction yield, written as a fraction of the theoretical maximum amount of product (1.0 means a 100% yield; for example, 0.34 means a 34% yield). The reactants are [C:1]([Mg]Br)#[CH:2].[CH3:5][C:6]1[N:7]=[C:8]([C:21](=[O:23])[CH3:22])[N:9]([S:11]([C:14]2[CH:20]=[CH:19][C:17]([CH3:18])=[CH:16][CH:15]=2)(=[O:13])=[O:12])[CH:10]=1. The catalyst is C1COCC1. The product is [CH3:5][C:6]1[N:7]=[C:8]([C:21]([OH:23])([C:1]#[CH:2])[CH3:22])[N:9]([S:11]([C:14]2[CH:20]=[CH:19][C:17]([CH3:18])=[CH:16][CH:15]=2)(=[O:13])=[O:12])[CH:10]=1. The yield is 0.850.